Dataset: Reaction yield outcomes from USPTO patents with 853,638 reactions. Task: Predict the reaction yield, written as a fraction of the theoretical maximum amount of product (1.0 means a 100% yield; for example, 0.34 means a 34% yield). (1) The product is [Br:1][C:2]1[CH:10]=[CH:9][C:5]([C:6](/[N:8]=[CH:13]/[N:14]([CH3:16])[CH3:15])=[O:7])=[CH:4][CH:3]=1. The yield is 0.770. No catalyst specified. The reactants are [Br:1][C:2]1[CH:10]=[CH:9][C:5]([C:6]([NH2:8])=[O:7])=[CH:4][CH:3]=1.CO[CH:13](OC)[N:14]([CH3:16])[CH3:15]. (2) The reactants are [CH3:1][O:2][C:3]1[CH:8]=[CH:7][C:6]([C:9]([NH:24][C:25]2[CH2:26][S:27](=[O:44])(=[O:43])[CH2:28][CH2:29][C@:30]([C:35]3[CH:40]=[C:39](Br)[CH:38]=[CH:37][C:36]=3[F:42])([CH:32]([F:34])[F:33])[N:31]=2)([C:16]2[CH:21]=[CH:20][C:19]([O:22][CH3:23])=[CH:18][CH:17]=2)[C:10]2[CH:15]=[CH:14][CH:13]=[CH:12][CH:11]=2)=[CH:5][CH:4]=1.CC(C)([O-])C.[Na+].C(P(C(C)(C)C)C1C=CC=CC=1C1C(C(C)C)=CC(C(C)C)=CC=1C(C)C)(C)(C)C.[C:81](=[NH:94])([C:88]1[CH:93]=[CH:92][CH:91]=[CH:90][CH:89]=1)[C:82]1[CH:87]=[CH:86][CH:85]=[CH:84][CH:83]=1. The catalyst is C1(C)C=CC=CC=1.C1C=CC(/C=C/C(/C=C/C2C=CC=CC=2)=O)=CC=1.C1C=CC(/C=C/C(/C=C/C2C=CC=CC=2)=O)=CC=1.C1C=CC(/C=C/C(/C=C/C2C=CC=CC=2)=O)=CC=1.C(Cl)(Cl)Cl.[Pd].[Pd]. The product is [C:81](=[N:94][C:39]1[CH:38]=[CH:37][C:36]([F:42])=[C:35]([C@:30]2([CH:32]([F:34])[F:33])[CH2:29][CH2:28][S:27](=[O:44])(=[O:43])[CH2:26][C:25]([NH:24][C:9]([C:16]3[CH:21]=[CH:20][C:19]([O:22][CH3:23])=[CH:18][CH:17]=3)([C:6]3[CH:7]=[CH:8][C:3]([O:2][CH3:1])=[CH:4][CH:5]=3)[C:10]3[CH:15]=[CH:14][CH:13]=[CH:12][CH:11]=3)=[N:31]2)[CH:40]=1)([C:88]1[CH:89]=[CH:90][CH:91]=[CH:92][CH:93]=1)[C:82]1[CH:87]=[CH:86][CH:85]=[CH:84][CH:83]=1. The yield is 0.510.